From a dataset of Forward reaction prediction with 1.9M reactions from USPTO patents (1976-2016). Predict the product of the given reaction. (1) Given the reactants [F:1][C:2]1[C:7]([I:8])=[CH:6][C:5]([OH:9])=[C:4]([CH3:10])[CH:3]=1.C([O-])([O-])=O.[K+].[K+].I[CH2:18][CH3:19], predict the reaction product. The product is: [CH2:18]([O:9][C:5]1[CH:6]=[C:7]([I:8])[C:2]([F:1])=[CH:3][C:4]=1[CH3:10])[CH3:19]. (2) Given the reactants [SH:1][CH2:2][CH:3]([OH:5])[CH3:4].[OH-].[Na+].CN(C)C=O.[Br:13][C:14]1[CH:15]=[N:16][CH:17]=[C:18](Br)[CH:19]=1, predict the reaction product. The product is: [Br:13][C:14]1[CH:19]=[C:18]([S:1][CH2:2][CH:3]([OH:5])[CH3:4])[CH:17]=[N:16][CH:15]=1. (3) Given the reactants [ClH:1].C(OCC)(=O)C.C(O[C:13]([N:15](C)[C@H:16]([C:21]([NH:23][CH3:24])=[O:22])[C:17](=[O:20])[O:18][CH3:19])=O)(C)(C)C, predict the reaction product. The product is: [ClH:1].[CH3:24][NH:23][C:21](=[O:22])[C@H:16]([C:17](=[O:20])[O:18][CH3:19])[NH:15][CH3:13].